Predict the product of the given reaction. From a dataset of Forward reaction prediction with 1.9M reactions from USPTO patents (1976-2016). (1) Given the reactants [CH3:1][O:2][CH2:3][CH2:4][NH2:5].C(N(CC)CC)C.[CH3:13][C:14]1([CH3:24])[O:18]/[C:17](=[CH:19]\[C:20](Cl)=[O:21])/[C:16](=[O:23])[O:15]1, predict the reaction product. The product is: [CH3:13][C:14]1([CH3:24])[O:18]/[C:17](=[CH:19]\[C:20]([NH:5][CH2:4][CH2:3][O:2][CH3:1])=[O:21])/[C:16](=[O:23])[O:15]1. (2) The product is: [Cl:19][C:20]1[CH:21]=[C:22]2[CH:28]=[C:27]([C:29]([NH:5][C:4]3[CH:6]=[CH:7][C:8]([B:10]4[O:14][C:13]([CH3:16])([CH3:15])[C:12]([CH3:18])([CH3:17])[O:11]4)=[CH:9][C:3]=3[O:2][CH3:1])=[O:30])[N:26]([CH3:33])[C:23]2=[N:24][CH:25]=1. Given the reactants [CH3:1][O:2][C:3]1[CH:9]=[C:8]([B:10]2[O:14][C:13]([CH3:16])([CH3:15])[C:12]([CH3:18])([CH3:17])[O:11]2)[CH:7]=[CH:6][C:4]=1[NH2:5].[Cl:19][C:20]1[CH:21]=[C:22]2[CH:28]=[C:27]([C:29](OC)=[O:30])[N:26]([CH3:33])[C:23]2=[N:24][CH:25]=1, predict the reaction product. (3) Given the reactants [CH2:1]([NH:3][C:4]([C:6]1[C:11]([NH2:12])=[N:10][CH:9]=[C:8]([Br:13])[N:7]=1)=[O:5])[CH3:2].Cl[C:15](Cl)([O:17]C(=O)OC(Cl)(Cl)Cl)Cl.C(=O)([O-])O.[Na+], predict the reaction product. The product is: [Br:13][C:8]1[N:7]=[C:6]2[C:11](=[N:10][CH:9]=1)[NH:12][C:15](=[O:17])[N:3]([CH2:1][CH3:2])[C:4]2=[O:5].